Dataset: Forward reaction prediction with 1.9M reactions from USPTO patents (1976-2016). Task: Predict the product of the given reaction. (1) Given the reactants [NH2:1][C:2]1[N:7]2[CH:8]=[C:9]([CH2:11][CH3:12])[N:10]=[C:6]2[C:5]([C:13]([NH:15][CH2:16][CH:17]2[CH2:22][CH2:21][NH:20][CH2:19][CH2:18]2)=[O:14])=[CH:4][C:3]=1[Cl:23].[O:24]1[C:26]2([CH2:31][CH2:30][O:29][CH2:28][CH2:27]2)[CH2:25]1, predict the reaction product. The product is: [NH2:1][C:2]1[N:7]2[CH:8]=[C:9]([CH2:11][CH3:12])[N:10]=[C:6]2[C:5]([C:13]([NH:15][CH2:16][CH:17]2[CH2:22][CH2:21][N:20]([CH2:25][C:26]3([OH:24])[CH2:31][CH2:30][O:29][CH2:28][CH2:27]3)[CH2:19][CH2:18]2)=[O:14])=[CH:4][C:3]=1[Cl:23]. (2) Given the reactants Br[C:2]1[CH:8]=[C:7]([F:9])[C:5]([NH2:6])=[C:4]([F:10])[CH:3]=1.[CH:11]1([O:14][C:15]2[CH:16]=[C:17](B3OC(C)(C)C(C)(C)O3)[CH:18]=[CH:19][CH:20]=2)[CH2:13][CH2:12]1, predict the reaction product. The product is: [CH:11]1([O:14][C:15]2[CH:20]=[C:19]([C:2]3[CH:8]=[C:7]([F:9])[C:5]([NH2:6])=[C:4]([F:10])[CH:3]=3)[CH:18]=[CH:17][CH:16]=2)[CH2:13][CH2:12]1. (3) Given the reactants Br[C:2]1[CH:3]=[C:4]2[C:10]([C:11]([O:13][CH3:14])=[O:12])=[N:9][N:8]([CH2:15][O:16][CH2:17][CH2:18][Si:19]([CH3:22])([CH3:21])[CH3:20])[C:5]2=[N:6][CH:7]=1.P([O-])([O-])([O-])=O.[K+].[K+].[K+].[CH:31]1(B2OC(C)(C)C(C)(C)O2)[CH2:33][CH2:32]1, predict the reaction product. The product is: [CH:31]1([C:2]2[CH:3]=[C:4]3[C:10]([C:11]([O:13][CH3:14])=[O:12])=[N:9][N:8]([CH2:15][O:16][CH2:17][CH2:18][Si:19]([CH3:22])([CH3:21])[CH3:20])[C:5]3=[N:6][CH:7]=2)[CH2:33][CH2:32]1. (4) Given the reactants [CH:1]1([NH:4][C:5](=[O:30])[C:6]2[CH:11]=[CH:10][C:9]([CH3:12])=[C:8]([C:13]3[CH:14]=[C:15]4[C:20](=[CH:21][CH:22]=3)[C:19](=[O:23])[N:18]([CH2:24][CH:25]3[CH2:27][CH2:26]3)[CH:17]=[C:16]4[CH:28]=O)[CH:7]=2)[CH2:3][CH2:2]1.[NH:31]1[CH2:36][CH2:35][CH:34]([NH:37]C(=O)OC(C)(C)C)[CH2:33][CH2:32]1, predict the reaction product. The product is: [NH2:37][CH:34]1[CH2:35][CH2:36][N:31]([CH2:28][C:16]2[C:15]3[C:20](=[CH:21][CH:22]=[C:13]([C:8]4[CH:7]=[C:6]([CH:11]=[CH:10][C:9]=4[CH3:12])[C:5]([NH:4][CH:1]4[CH2:2][CH2:3]4)=[O:30])[CH:14]=3)[C:19](=[O:23])[N:18]([CH2:24][CH:25]3[CH2:27][CH2:26]3)[CH:17]=2)[CH2:32][CH2:33]1. (5) The product is: [CH2:1]([N:8]1[CH2:12][CH2:11][C:10]2([C:20]3[C:15](=[CH:16][CH:17]=[CH:18][C:19]=3[CH2:21][NH2:22])[N:14]([CH2:23][C:24]3[CH:29]=[CH:28][C:27]([O:30][CH3:31])=[CH:26][CH:25]=3)[CH2:13]2)[CH2:9]1)[C:2]1[CH:7]=[CH:6][CH:5]=[CH:4][CH:3]=1. Given the reactants [CH2:1]([N:8]1[CH2:12][CH2:11][C:10]2([C:20]3[C:19]([C:21]#[N:22])=[CH:18][CH:17]=[CH:16][C:15]=3[N:14]([CH2:23][C:24]3[CH:29]=[CH:28][C:27]([O:30][CH3:31])=[CH:26][CH:25]=3)[C:13]2=O)[CH2:9]1)[C:2]1[CH:7]=[CH:6][CH:5]=[CH:4][CH:3]=1.[H-].[H-].[H-].[H-].[Li+].[Al+3], predict the reaction product. (6) Given the reactants [CH3:1][C:2]1[N:7]=[C:6]2[NH:8][C:9]([CH2:11][CH2:12][CH3:13])=[N:10][C:5]2=[C:4]([CH3:14])[CH:3]=1.[H-].[Na+].[Br:17][C:18]1[CH:25]=[CH:24][C:21]([CH2:22]Br)=[CH:20][CH:19]=1, predict the reaction product. The product is: [Br:17][C:18]1[CH:25]=[CH:24][C:21]([CH2:22][N:8]2[C:6]3=[N:7][C:2]([CH3:1])=[CH:3][C:4]([CH3:14])=[C:5]3[N:10]=[C:9]2[CH2:11][CH2:12][CH3:13])=[CH:20][CH:19]=1. (7) Given the reactants [H-].[H-].[H-].[H-].[Li+].[Al+3].[Cl:7][C:8]1[CH:13]=[CH:12][C:11]([C@@H:14]([CH3:19])[CH2:15][C:16](O)=[O:17])=[CH:10][CH:9]=1.O.O.O.O.O.O.O.O.O.O.S([O-])([O-])(=O)=O.[Na+].[Na+].O, predict the reaction product. The product is: [Cl:7][C:8]1[CH:9]=[CH:10][C:11]([C@@H:14]([CH3:19])[CH2:15][CH2:16][OH:17])=[CH:12][CH:13]=1.